This data is from Forward reaction prediction with 1.9M reactions from USPTO patents (1976-2016). The task is: Predict the product of the given reaction. (1) Given the reactants [C:1]([O:5][C:6](=[O:30])[C:7]1[CH:12]=[CH:11][C:10]([C:13](=[O:28])/[CH:14]=[C:15](\[C:20]2[CH:25]=[C:24]([Cl:26])[CH:23]=[C:22]([Cl:27])[CH:21]=2)/[C:16]([F:19])([F:18])[F:17])=[CH:9][C:8]=1[CH3:29])([CH3:4])([CH3:3])[CH3:2].FC(F)(F)C1C=C(NC(N[C@H]([C@@H]2C[C@@H]3CCN2C[C@@H]3CC)C2C3C(=CC=C(OC)C=3)N=CC=2)=S)C=C(C(F)(F)F)C=1.[Cl-].[NH4+].[N+:74]([CH3:77])([O-:76])=[O:75], predict the reaction product. The product is: [C:1]([O:5][C:6](=[O:30])[C:7]1[CH:12]=[CH:11][C:10]([C:13](=[O:28])[CH2:14][C@@:15]([C:20]2[CH:25]=[C:24]([Cl:26])[CH:23]=[C:22]([Cl:27])[CH:21]=2)([CH2:77][N+:74]([O-:76])=[O:75])[C:16]([F:17])([F:19])[F:18])=[CH:9][C:8]=1[CH3:29])([CH3:4])([CH3:3])[CH3:2]. (2) Given the reactants [CH3:1][C:2]1[C:10]2[C:9]([NH2:11])=[CH:8][CH:7]=[CH:6][C:5]=2[N:4]([CH2:12][C:13]2[CH:18]=[CH:17][CH:16]=[C:15]([CH3:19])[N:14]=2)[N:3]=1.C[Si]([N-][Si](C)(C)C)(C)C.[Li+].[Br:30][C:31]1[CH:36]=[CH:35][N:34]2[C:37]([C:40](OC)=[O:41])=[CH:38][N:39]=[C:33]2[CH:32]=1.CO.C(Cl)Cl, predict the reaction product. The product is: [Br:30][C:31]1[CH:36]=[CH:35][N:34]2[C:37]([C:40]([NH:11][C:9]3[CH:8]=[CH:7][CH:6]=[C:5]4[C:10]=3[C:2]([CH3:1])=[N:3][N:4]4[CH2:12][C:13]3[CH:18]=[CH:17][CH:16]=[C:15]([CH3:19])[N:14]=3)=[O:41])=[CH:38][N:39]=[C:33]2[CH:32]=1.